From a dataset of Full USPTO retrosynthesis dataset with 1.9M reactions from patents (1976-2016). Predict the reactants needed to synthesize the given product. (1) Given the product [CH3:19][O:18][CH:15]([O:14][CH3:13])[CH:16]=[C:2]([CH3:3])[CH:1]=[O:4], predict the reactants needed to synthesize it. The reactants are: [C:1](O)(=[O:4])[CH2:2][CH3:3].CNC.C(=O)CC.[CH3:13][O:14][CH:15]([O:18][CH3:19])[CH:16]=O. (2) Given the product [CH2:2]([C:3]1([CH2:8][O:9][CH2:10][C:11]2([CH2:12][CH3:13])[CH2:14][O:15][CH:21]([CH:22]=[CH2:23])[O:17][CH2:16]2)[CH2:4][O:5][CH:32]([CH:27]=[CH2:28])[O:7][CH2:6]1)[CH3:1], predict the reactants needed to synthesize it. The reactants are: [CH3:1][CH2:2][C:3]([CH2:8][O:9][CH2:10][C:11]([CH2:16][OH:17])([CH2:14][OH:15])[CH2:12][CH3:13])([CH2:6][OH:7])[CH2:4][OH:5].C(O[CH:21](OCC)[CH:22]=[CH2:23])C.[C:27]1(C)[CH:32]=CC=C[CH:28]=1. (3) Given the product [Cl:1][C:2]1[CH:33]=[CH:32][CH:31]=[C:30]([C:34]([F:36])([F:35])[F:37])[C:3]=1[C:4]([N:6]1[C:14]2[C:9](=[CH:10][CH:11]=[C:12]([C:15](=[O:19])[N:16]([CH3:18])[CH3:17])[CH:13]=2)[C:8]([C:20]2[CH2:25][CH2:24][CH:23]([C:26]([OH:28])=[O:27])[CH2:22][CH:21]=2)=[N:7]1)=[O:5], predict the reactants needed to synthesize it. The reactants are: [Cl:1][C:2]1[CH:33]=[CH:32][CH:31]=[C:30]([C:34]([F:37])([F:36])[F:35])[C:3]=1[C:4]([N:6]1[C:14]2[C:9](=[CH:10][CH:11]=[C:12]([C:15](=[O:19])[N:16]([CH3:18])[CH3:17])[CH:13]=2)[C:8]([C:20]2[CH2:25][CH2:24][CH:23]([C:26]([O:28]C)=[O:27])[CH2:22][CH:21]=2)=[N:7]1)=[O:5].O[Li].O. (4) Given the product [Cl:1][C:2]1[C:3]([NH:30][C:29]2[CH:31]=[CH:32][CH:33]=[CH:34][C:28]=2[F:27])=[C:4]2[N:10]=[C:9]([C:11]3[CH:16]=[CH:15][C:14]([O:17][CH2:18][CH2:19][N:20]4[CH2:21][CH2:22][O:23][CH2:24][CH2:25]4)=[CH:13][CH:12]=3)[NH:8][C:5]2=[N:6][CH:7]=1, predict the reactants needed to synthesize it. The reactants are: [Cl:1][C:2]1[C:3](Cl)=[C:4]2[N:10]=[C:9]([C:11]3[CH:16]=[CH:15][C:14]([O:17][CH2:18][CH2:19][N:20]4[CH2:25][CH2:24][O:23][CH2:22][CH2:21]4)=[CH:13][CH:12]=3)[NH:8][C:5]2=[N:6][CH:7]=1.[F:27][C:28]1[CH:34]=[CH:33][CH:32]=[CH:31][C:29]=1[NH2:30]. (5) Given the product [Br:1][C:2]1[CH:7]=[CH:6][CH:5]=[CH:4][C:3]=1[CH:8]1[C:9]([CH3:10])=[N:11]1, predict the reactants needed to synthesize it. The reactants are: [Br:1][C:2]1[CH:7]=[CH:6][CH:5]=[CH:4][C:3]=1[CH2:8][C:9](=[N:11]O)[CH3:10].CS(Cl)(=O)=O.N12CCCN=C1CCCCC2. (6) Given the product [CH2:17]([O:16][C:15]1[C:8]([O:7][CH2:5][CH3:6])=[CH:9][C:10]([CH:11]=[O:12])=[C:13]([N+:1]([O-:4])=[O:2])[CH:14]=1)[CH3:18], predict the reactants needed to synthesize it. The reactants are: [N+:1]([O-:4])(O)=[O:2].[CH2:5]([O:7][C:8]1[CH:9]=[C:10]([CH:13]=[CH:14][C:15]=1[O:16][CH2:17][CH3:18])[CH:11]=[O:12])[CH3:6]. (7) Given the product [Cl:8][C:6]1[CH:5]=[CH:4][C:3]([S:9][CH2:10][C:11]2[CH:20]=[CH:19][CH:18]=[CH:17][C:12]=2[C:13]([O:15][CH3:16])=[O:14])=[C:2]([NH:1][S:28]([C:25]2[CH:26]=[CH:27][C:22]([Cl:21])=[C:23]([C:32]([F:35])([F:33])[F:34])[CH:24]=2)(=[O:30])=[O:29])[CH:7]=1, predict the reactants needed to synthesize it. The reactants are: [NH2:1][C:2]1[CH:7]=[C:6]([Cl:8])[CH:5]=[CH:4][C:3]=1[S:9][CH2:10][C:11]1[CH:20]=[CH:19][CH:18]=[CH:17][C:12]=1[C:13]([O:15][CH3:16])=[O:14].[Cl:21][C:22]1[CH:27]=[CH:26][C:25]([S:28](Cl)(=[O:30])=[O:29])=[CH:24][C:23]=1[C:32]([F:35])([F:34])[F:33]. (8) Given the product [Br:1][C:2]1[CH:3]=[CH:4][C:5]([NH2:10])=[C:6]([NH:8][CH3:9])[CH:7]=1, predict the reactants needed to synthesize it. The reactants are: [Br:1][C:2]1[CH:3]=[CH:4][C:5]([N+:10]([O-])=O)=[C:6]([NH:8][CH3:9])[CH:7]=1. (9) Given the product [C:28]12([CH2:38][S:39]([O-:42])(=[O:40])=[O:41])[C:35]([CH3:37])([CH3:36])[CH:32]([CH2:33][CH2:34]1)[CH2:31][C:29]2=[O:30].[C:15]1([S+:8]([C:2]2[CH:3]=[CH:4][CH:5]=[CH:6][CH:7]=2)[C:9]2[CH:14]=[CH:13][CH:12]=[CH:11][CH:10]=2)[CH:16]=[CH:17][CH:18]=[CH:19][CH:20]=1, predict the reactants needed to synthesize it. The reactants are: [I-].[C:2]1([S+:8]([C:15]2[CH:20]=[CH:19][CH:18]=[CH:17][CH:16]=2)[C:9]2[CH:14]=[CH:13][CH:12]=[CH:11][CH:10]=2)[CH:7]=[CH:6][CH:5]=[CH:4][CH:3]=1.C([O-])([O-])(OCC)C.[C:28]12([CH2:38][S:39]([OH:42])(=[O:41])=[O:40])[C:35]([CH3:37])([CH3:36])[CH:32]([CH2:33][CH2:34]1)[CH2:31][C:29]2=[O:30].N. (10) Given the product [N:27]([CH:4]([C:6]1[CH:11]=[CH:10][CH:9]=[CH:8][C:7]=1[F:12])[CH:1]1[CH2:3][CH2:2]1)=[N+:28]=[N-:29], predict the reactants needed to synthesize it. The reactants are: [CH:1]1([CH:4]([C:6]2[CH:11]=[CH:10][CH:9]=[CH:8][C:7]=2[F:12])O)[CH2:3][CH2:2]1.C1(P([N:27]=[N+:28]=[N-:29])(C2C=CC=CC=2)=O)C=CC=CC=1.C1CCN2C(=NCCC2)CC1.